This data is from Forward reaction prediction with 1.9M reactions from USPTO patents (1976-2016). The task is: Predict the product of the given reaction. (1) Given the reactants Br[C:2]1[S:6][C:5]([C:7]([CH3:16])([CH3:15])[C:8]([N:10]2[CH2:14][CH2:13][CH2:12][CH2:11]2)=[O:9])=[CH:4][C:3]=1[CH3:17], predict the reaction product. The product is: [CH3:16][C:7]([C:5]1[S:6][CH:2]=[C:3]([CH3:17])[CH:4]=1)([CH3:15])[C:8]([N:10]1[CH2:14][CH2:13][CH2:12][CH2:11]1)=[O:9]. (2) The product is: [CH3:19][C:8]1([CH2:7][CH2:6][CH2:5][OH:4])[O:12][C:11]2=[N:13][C:14]([N+:16]([O-:18])=[O:17])=[CH:15][N:10]2[CH2:9]1. Given the reactants C([O:4][CH2:5][CH2:6][CH2:7][C:8]1([CH3:19])[O:12][C:11]2=[N:13][C:14]([N+:16]([O-:18])=[O:17])=[CH:15][N:10]2[CH2:9]1)(=O)C.C(=O)([O-])[O-].[K+].[K+], predict the reaction product. (3) The product is: [F:21][C:22]1[C:29]([F:30])=[C:28]([O:31][CH2:32][CH2:33][N:34]2[CH2:39][CH2:38][O:37][CH2:36][CH2:35]2)[CH:27]=[CH:26][C:23]=1[CH:24]=[N:17][N:3]([CH3:2])[C:4]1([C:9]([O:11][CH3:12])=[O:10])[CH2:8][CH2:7][CH2:6][CH2:5]1. Given the reactants Cl.[CH3:2][NH:3][C:4]1([C:9]([O:11][CH3:12])=[O:10])[CH2:8][CH2:7][CH2:6][CH2:5]1.C(O)(=O)C.[N:17]([O-])=O.[Na+].[F:21][C:22]1[C:29]([F:30])=[C:28]([O:31][CH2:32][CH2:33][N:34]2[CH2:39][CH2:38][O:37][CH2:36][CH2:35]2)[CH:27]=[CH:26][C:23]=1[CH:24]=O, predict the reaction product. (4) Given the reactants [Cl:1][C:2]1[N:7]=[C:6]([N:8]([CH3:28])[C:9]2[CH:27]=[CH:26][C:12]3[N:13]([CH3:25])[C:14]([NH:16][CH2:17][CH2:18][C:19]4[CH:24]=[CH:23][CH:22]=[CH:21][CH:20]=4)=[N:15][C:11]=3[CH:10]=2)[CH:5]=[CH:4][N:3]=1.[NH2:29][C:30]1[CH:31]=[CH:32][C:33]([CH3:40])=[C:34]([S:36]([NH2:39])(=[O:38])=[O:37])[CH:35]=1, predict the reaction product. The product is: [ClH:1].[CH3:40][C:33]1[CH:32]=[CH:31][C:30]([NH:29][C:2]2[N:7]=[C:6]([N:8]([CH3:28])[C:9]3[CH:27]=[CH:26][C:12]4[N:13]([CH3:25])[C:14]([NH:16][CH2:17][CH2:18][C:19]5[CH:24]=[CH:23][CH:22]=[CH:21][CH:20]=5)=[N:15][C:11]=4[CH:10]=3)[CH:5]=[CH:4][N:3]=2)=[CH:35][C:34]=1[S:36]([NH2:39])(=[O:38])=[O:37].